From a dataset of Reaction yield outcomes from USPTO patents with 853,638 reactions. Predict the reaction yield, written as a fraction of the theoretical maximum amount of product (1.0 means a 100% yield; for example, 0.34 means a 34% yield). (1) The product is [C:1]([SiH2:5][O:6][C:7]([CH3:17])([CH3:16])[CH:8]1[CH2:9][CH2:10][CH:11]([CH2:14][O:15][S:18]([C:21]2[CH:27]=[CH:26][C:24]([CH3:25])=[CH:23][CH:22]=2)(=[O:20])=[O:19])[CH2:12][CH2:13]1)([CH3:4])([CH3:3])[CH3:2]. The yield is 0.830. The catalyst is C(Cl)(Cl)Cl. The reactants are [C:1]([SiH2:5][O:6][C:7]([CH3:17])([CH3:16])[CH:8]1[CH2:13][CH2:12][CH:11]([CH2:14][OH:15])[CH2:10][CH2:9]1)([CH3:4])([CH3:3])[CH3:2].[S:18](Cl)([C:21]1[CH:27]=[CH:26][C:24]([CH3:25])=[CH:23][CH:22]=1)(=[O:20])=[O:19].CCOCC. (2) The reactants are [CH3:1][O:2][C:3]([C:5]1[CH:9]=[C:8]([C:10]2[S:11][C:12]([C:15]3[CH:20]=[CH:19][CH:18]=[C:17]([S:21]([CH3:24])(=[O:23])=[O:22])[CH:16]=3)=[CH:13][CH:14]=2)[N:7]([C:25]2[CH:30]=[CH:29][CH:28]=[CH:27][C:26]=2[C:31]([F:34])([F:33])[F:32])[N:6]=1)=O.COC1C=CC(P2(SP(C3C=CC(OC)=CC=3)(=S)S2)=[S:44])=CC=1. The catalyst is C1(C)C=CC=CC=1. The product is [CH3:1][O:2][C:3]([C:5]1[CH:9]=[C:8]([C:10]2[S:11][C:12]([C:15]3[CH:20]=[CH:19][CH:18]=[C:17]([S:21]([CH3:24])(=[O:22])=[O:23])[CH:16]=3)=[CH:13][CH:14]=2)[N:7]([C:25]2[CH:30]=[CH:29][CH:28]=[CH:27][C:26]=2[C:31]([F:33])([F:34])[F:32])[N:6]=1)=[S:44]. The yield is 0.900. (3) The reactants are [CH2:1]([OH:4])[CH2:2][OH:3].[H-].[Na+].[Br:7][C:8]1[CH:13]=[CH:12][C:11]([CH2:14]Br)=[CH:10][CH:9]=1.O. The catalyst is C1COCC1.[N+](CCCC)(CCCC)(CCCC)CCCC.[I-].CCOC(C)=O. The product is [Br:7][C:8]1[CH:13]=[CH:12][C:11]([CH2:14][O:3][CH2:2][CH2:1][OH:4])=[CH:10][CH:9]=1. The yield is 0.400. (4) The reactants are [CH3:1][N:2]1[C:10]2[CH:9]=[C:8]3[O:11][CH2:12][CH2:13][O:14][C:7]3=[CH:6][C:5]=2[CH2:4][C:3]1=[O:15].[H-].[Na+].F[C:19]1[CH:24]=[CH:23][CH:22]=[CH:21][C:20]=1[N+:25]([O-:27])=[O:26].Cl. The yield is 0.240. The catalyst is CN(C)C=O. The product is [CH3:1][N:2]1[C:10]2[CH:9]=[C:8]3[O:11][CH2:12][CH2:13][O:14][C:7]3=[CH:6][C:5]=2[CH:4]([C:19]2[CH:24]=[CH:23][CH:22]=[CH:21][C:20]=2[N+:25]([O-:27])=[O:26])[C:3]1=[O:15]. (5) The reactants are [CH2:1]([N:8]1[CH2:12][CH2:11][C@H:10]([NH2:13])[CH2:9]1)[C:2]1[CH:7]=[CH:6][CH:5]=[CH:4][CH:3]=1.[F:14][C:15]1[CH:20]=[C:19]([F:21])[CH:18]=[CH:17][C:16]=1[Bi]([C:18]1[CH:17]=[CH:16][C:15]([F:14])=[CH:20][C:19]=1[F:21])[C:18]1[CH:17]=[CH:16][C:15]([F:14])=[CH:20][C:19]=1[F:21]. The catalyst is C(Cl)Cl.CC([O-])=O.CC([O-])=O.[Cu+2]. The product is [CH2:1]([N:8]1[CH2:12][CH2:11][C@H:10]([NH:13][C:18]2[CH:17]=[CH:16][C:15]([F:14])=[CH:20][C:19]=2[F:21])[CH2:9]1)[C:2]1[CH:3]=[CH:4][CH:5]=[CH:6][CH:7]=1. The yield is 0.460. (6) The reactants are [F:1][C:2]1[CH:7]=[C:6]([F:8])[CH:5]=[CH:4][C:3]=1[C:9](=[N:23][N:24]1[CH2:28][CH2:27][CH2:26][C:25]1=O)[CH2:10][C:11]1[CH:12]=[CH:13][C:14]2[N:15]([C:17]([CH:20]([CH3:22])[CH3:21])=[N:18][N:19]=2)[N:16]=1.[O-]CC.[Na+].Cl. The catalyst is C1(C)C=CC=CC=1.O. The product is [F:1][C:2]1[CH:7]=[C:6]([F:8])[CH:5]=[CH:4][C:3]=1[C:9]1[C:10]([C:11]2[CH:12]=[CH:13][C:14]3[N:15]([C:17]([CH:20]([CH3:22])[CH3:21])=[N:18][N:19]=3)[N:16]=2)=[C:25]2[CH2:26][CH2:27][CH2:28][N:24]2[N:23]=1. The yield is 0.540. (7) The reactants are I([O-])(=O)(=O)=O.[Na+].[C:12]([OH:14])(=[O:13])[CH:10]([CH:10]([C:12]([OH:14])=[O:13])[OH:11])[OH:11].[OH-].[Na+].[CH3:19][O:20][C:21]1[CH:26]=[CH:25][C:24]([CH2:27][C:28]([C:30]2[CH:35]=[CH:34][C:33]([O:36][CH3:37])=[CH:32][CH:31]=2)=[O:29])=[CH:23][CH:22]=1. The catalyst is O.S(=O)(=O)(O)O.C(O)C. The product is [CH3:19][O:20][C:21]1[CH:22]=[CH:23][C:24]([CH:27]([C:28]([C:30]2[CH:31]=[CH:32][C:33]([O:36][CH3:37])=[CH:34][CH:35]=2)=[O:29])[CH:10]([OH:11])[C:12]([OH:14])=[O:13])=[CH:25][CH:26]=1. The yield is 0.938.